This data is from Forward reaction prediction with 1.9M reactions from USPTO patents (1976-2016). The task is: Predict the product of the given reaction. Given the reactants [Cl:1][C:2]1[CH:3]=[C:4]([O:12][C:13]2[C:25]([F:26])=[CH:24][C:16]([C:17]([O:19]C(C)(C)C)=[O:18])=[CH:15][C:14]=2[F:27])[CH:5]=[N:6][C:7]=1[O:8][CH:9]([CH3:11])[CH3:10].[Li+].[OH-], predict the reaction product. The product is: [Cl:1][C:2]1[CH:3]=[C:4]([O:12][C:13]2[C:14]([F:27])=[CH:15][C:16]([C:17]([OH:19])=[O:18])=[CH:24][C:25]=2[F:26])[CH:5]=[N:6][C:7]=1[O:8][CH:9]([CH3:11])[CH3:10].